Task: Predict the reactants needed to synthesize the given product.. Dataset: Retrosynthesis with 50K atom-mapped reactions and 10 reaction types from USPTO (1) Given the product O=[N+]([O-])c1cnc(Cl)c(-c2ccccc2)c1, predict the reactants needed to synthesize it. The reactants are: O=[N+]([O-])c1cnc(Cl)c(I)c1.OB(O)c1ccccc1. (2) Given the product COC(=O)C1(c2cc(OCC(F)(F)F)cc(-c3ccc(C(F)(F)F)cc3)c2)CCC1, predict the reactants needed to synthesize it. The reactants are: COC(=O)C1(c2cc(O)cc(-c3ccc(C(F)(F)F)cc3)c2)CCC1.FC(F)(F)CI.